Dataset: Reaction yield outcomes from USPTO patents with 853,638 reactions. Task: Predict the reaction yield, written as a fraction of the theoretical maximum amount of product (1.0 means a 100% yield; for example, 0.34 means a 34% yield). The reactants are C1C2C(=CC=CC=2)[C@H](N)[C@@H]1O.[N+:12]([C:15]1[CH:16]=[C:17]([C:21](=[O:23])[CH3:22])[CH:18]=[CH:19][CH:20]=1)([O-:14])=[O:13]. The catalyst is O1CCCC1. The product is [N+:12]([C:15]1[CH:16]=[C:17]([C@H:21]([OH:23])[CH3:22])[CH:18]=[CH:19][CH:20]=1)([O-:14])=[O:13]. The yield is 0.860.